From a dataset of Reaction yield outcomes from USPTO patents with 853,638 reactions. Predict the reaction yield, written as a fraction of the theoretical maximum amount of product (1.0 means a 100% yield; for example, 0.34 means a 34% yield). The reactants are [CH3:1][C:2]1[CH:11]=[CH:10][C:9]2[C:4](=[CH:5][CH:6]=[CH:7][C:8]=2[N:12]2[CH2:17][CH2:16][N:15]([CH2:18][CH2:19][C:20]3[CH:21]=[C:22]([CH:24]=[CH:25][CH:26]=3)[NH2:23])[CH2:14][CH2:13]2)[N:3]=1.[CH:27]1([C:30](Cl)=[O:31])[CH2:29][CH2:28]1. No catalyst specified. The product is [CH3:1][C:2]1[CH:11]=[CH:10][C:9]2[C:4](=[CH:5][CH:6]=[CH:7][C:8]=2[N:12]2[CH2:13][CH2:14][N:15]([CH2:18][CH2:19][C:20]3[CH:21]=[C:22]([NH:23][C:30]([CH:27]4[CH2:29][CH2:28]4)=[O:31])[CH:24]=[CH:25][CH:26]=3)[CH2:16][CH2:17]2)[N:3]=1. The yield is 0.700.